Dataset: Reaction yield outcomes from USPTO patents with 853,638 reactions. Task: Predict the reaction yield, written as a fraction of the theoretical maximum amount of product (1.0 means a 100% yield; for example, 0.34 means a 34% yield). (1) The catalyst is C1COCC1. The reactants are [F:1][C:2]1[CH:7]=[C:6]([I:8])[CH:5]=[CH:4][C:3]=1[NH:9][C:10]1[N:15]([CH3:16])[C:14](=[O:17])[C:13]2[N:18]=[CH:19][S:20][C:12]=2[C:11]=1[C:21]([O:23]C)=[O:22].CO.O.C([O-])([O-])=O.[K+].[K+]. The product is [F:1][C:2]1[CH:7]=[C:6]([I:8])[CH:5]=[CH:4][C:3]=1[NH:9][C:10]1[N:15]([CH3:16])[C:14](=[O:17])[C:13]2[N:18]=[CH:19][S:20][C:12]=2[C:11]=1[C:21]([OH:23])=[O:22]. The yield is 0.690. (2) The reactants are [CH3:1][O:2][C:3]1[CH:30]=[CH:29][CH:28]=[CH:27][C:4]=1[C:5]([C:7]1[CH:12]=[CH:11][C:10]([CH3:13])=[CH:9][C:8]=1[NH:14][C:15](=[O:26])[NH:16][C:17]1[S:18][CH:19]=[C:20]([CH2:22][C:23]([OH:25])=O)[N:21]=1)=[O:6].[CH3:31][S:32]([CH2:35][CH2:36][NH2:37])(=[O:34])=[O:33]. No catalyst specified. The product is [CH3:31][S:32]([CH2:35][CH2:36][NH:37][C:23](=[O:25])[CH2:22][C:20]1[N:21]=[C:17]([NH:16][C:15]([NH:14][C:8]2[CH:9]=[C:10]([CH3:13])[CH:11]=[CH:12][C:7]=2[C:5](=[O:6])[C:4]2[CH:27]=[CH:28][CH:29]=[CH:30][C:3]=2[O:2][CH3:1])=[O:26])[S:18][CH:19]=1)(=[O:34])=[O:33]. The yield is 0.680. (3) The reactants are [F:1][C:2]1[C:3]([C:8]2([NH:12]C(=O)OC)[CH2:11][CH2:10][CH2:9]2)=[N:4][CH:5]=[CH:6][CH:7]=1.[OH-].[Na+]. The catalyst is C(O)C. The product is [F:1][C:2]1[C:3]([C:8]2([NH2:12])[CH2:11][CH2:10][CH2:9]2)=[N:4][CH:5]=[CH:6][CH:7]=1. The yield is 0.930. (4) The reactants are Cl[C:2]1[CH:7]=[CH:6][C:5]([N+:8]([O-:10])=[O:9])=[CH:4][N:3]=1.[C:11]1([CH:17]([C:20]2[CH:25]=[CH:24][CH:23]=[CH:22][CH:21]=2)[C:18]#[N:19])[CH:16]=[CH:15][CH:14]=[CH:13][CH:12]=1.[F-].C([N+](CCCC)(CCCC)CCCC)CCC.[OH-].[Na+]. The catalyst is C1(C)C=CC=CC=1.CCCCCC.CCOC(C)=O. The product is [C:20]1([C:17]([C:11]2[CH:12]=[CH:13][CH:14]=[CH:15][CH:16]=2)([C:18]#[N:19])[C:2]2[CH:7]=[CH:6][C:5]([N+:8]([O-:10])=[O:9])=[CH:4][N:3]=2)[CH:21]=[CH:22][CH:23]=[CH:24][CH:25]=1. The yield is 0.860. (5) The reactants are C(O[C:6]([N:8]([CH3:23])[CH2:9][C:10]([C:17]1[CH2:22][CH2:21][CH2:20][CH2:19][CH:18]=1)([CH3:16])[C:11]([O:13][CH2:14][CH3:15])=[O:12])=[O:7])(C)(C)C.C(O)(C(F)(F)F)=O.[N:31]([C:34]([CH3:41])([CH2:36][C:37]([CH3:40])([CH3:39])[CH3:38])[CH3:35])=C=O.CCN(CC)CC.Cl. The catalyst is O.C(Cl)Cl. The product is [C:17]1([C:10]([CH3:16])([CH2:9][N:8]([CH3:23])[C:6]([NH:31][C:34]([CH3:41])([CH2:36][C:37]([CH3:40])([CH3:39])[CH3:38])[CH3:35])=[O:7])[C:11]([O:13][CH2:14][CH3:15])=[O:12])[CH2:22][CH2:21][CH2:20][CH2:19][CH:18]=1. The yield is 0.880. (6) The reactants are [C:1]1([S:7]([C:10]2[CH:23]=[CH:22][C:13]3[N:14]([CH2:19][C:20]#[N:21])[C:15](=O)[CH2:16][O:17][C:12]=3[CH:11]=2)(=[O:9])=[O:8])[CH:6]=[CH:5][CH:4]=[CH:3][CH:2]=1. The catalyst is C1COCC1. The product is [C:1]1([S:7]([C:10]2[CH:23]=[CH:22][C:13]3[N:14]([CH2:19][CH2:20][NH2:21])[CH2:15][CH2:16][O:17][C:12]=3[CH:11]=2)(=[O:9])=[O:8])[CH:2]=[CH:3][CH:4]=[CH:5][CH:6]=1. The yield is 0.700.